Dataset: Catalyst prediction with 721,799 reactions and 888 catalyst types from USPTO. Task: Predict which catalyst facilitates the given reaction. (1) Reactant: [Cl:1][C:2]1[CH:7]=[C:6]([O:8][C:9]2[C:18]3[C:13](=[CH:14][C:15]([OH:21])=[C:16]([O:19][CH3:20])[CH:17]=3)[N:12]=[CH:11][N:10]=2)[CH:5]=[CH:4][C:3]=1[NH:22][C:23](=[O:29])[N:24]([CH2:27][CH3:28])[CH2:25][CH3:26].C(=O)([O-])[O-].[K+].[K+].Cl.Cl[CH2:38][C:39]1[CH:44]=[CH:43][N:42]=[CH:41][CH:40]=1.O. The catalyst class is: 9. Product: [Cl:1][C:2]1[CH:7]=[C:6]([O:8][C:9]2[C:18]3[C:13](=[CH:14][C:15]([O:21][CH2:38][C:39]4[CH:44]=[CH:43][N:42]=[CH:41][CH:40]=4)=[C:16]([O:19][CH3:20])[CH:17]=3)[N:12]=[CH:11][N:10]=2)[CH:5]=[CH:4][C:3]=1[NH:22][C:23](=[O:29])[N:24]([CH2:27][CH3:28])[CH2:25][CH3:26]. (2) Reactant: Br[C:2]1[CH:25]=[CH:24][C:5]([O:6][CH2:7][C:8]2[N:12]([C:13]3[C:18]([Cl:19])=[CH:17][CH:16]=[CH:15][C:14]=3[Cl:20])[N:11]=[CH:10][C:9]=2[CH:21]([CH3:23])[CH3:22])=[CH:4][C:3]=1[CH3:26].C([Li])CCC.CN(C)[CH:34]=[O:35].[Cl-].[NH4+]. Product: [Cl:20][C:14]1[CH:15]=[CH:16][CH:17]=[C:18]([Cl:19])[C:13]=1[N:12]1[C:8]([CH2:7][O:6][C:5]2[CH:24]=[CH:25][C:2]([CH:34]=[O:35])=[C:3]([CH3:26])[CH:4]=2)=[C:9]([CH:21]([CH3:23])[CH3:22])[CH:10]=[N:11]1. The catalyst class is: 1. (3) Reactant: [NH2:1][C:2]1[CH:3]=[C:4]([CH:20]=[CH:21][CH:22]=1)[CH2:5][O:6][C:7]1[CH:12]=[CH:11][C:10]([C:13](=[O:15])[CH3:14])=[C:9]([OH:16])[C:8]=1[CH2:17][CH2:18][CH3:19].[CH3:23][O:24][C:25](=[O:33])[C:26]1[CH:31]=[C:30](Br)[CH:29]=[N:28][CH:27]=1.C(=O)([O-])[O-].[Cs+].[Cs+].C1(P(C2C=CC=CC=2)C2C=CC3C(=CC=CC=3)C=2C2C3C(=CC=CC=3)C=CC=2P(C2C=CC=CC=2)C2C=CC=CC=2)C=CC=CC=1.C(O)(=O)CC(CC(O)=O)(C(O)=O)O. Product: [CH3:23][O:24][C:25](=[O:33])[C:26]1[CH:31]=[C:30]([NH:1][C:2]2[CH:22]=[CH:21][CH:20]=[C:4]([CH2:5][O:6][C:7]3[CH:12]=[CH:11][C:10]([C:13](=[O:15])[CH3:14])=[C:9]([OH:16])[C:8]=3[CH2:17][CH2:18][CH3:19])[CH:3]=2)[CH:29]=[N:28][CH:27]=1. The catalyst class is: 164. (4) Reactant: [OH-].[Na+].[CH:3]12[CH2:12][CH:7]3[CH2:8][CH:9]([CH2:11][CH:5]([CH2:6]3)[CH:4]1[NH:13][C:14]([C:16]1[CH:17]=[N:18][N:19]([C:27]3[CH:36]=[CH:35][C:30]([C:31]([O:33]C)=[O:32])=[CH:29][CH:28]=3)[C:20]=1[S:21][CH:22]1[CH2:26][CH2:25][CH2:24][CH2:23]1)=[O:15])[CH2:10]2. Product: [CH:3]12[CH2:12][CH:7]3[CH2:8][CH:9]([CH2:11][CH:5]([CH2:6]3)[CH:4]1[NH:13][C:14]([C:16]1[CH:17]=[N:18][N:19]([C:27]3[CH:36]=[CH:35][C:30]([C:31]([OH:33])=[O:32])=[CH:29][CH:28]=3)[C:20]=1[S:21][CH:22]1[CH2:26][CH2:25][CH2:24][CH2:23]1)=[O:15])[CH2:10]2. The catalyst class is: 5. (5) Product: [CH2:1]([C:5]1[CH:6]=[C:7]([O:12][C:13]2[C:14]([F:38])=[C:15]([CH2:20][NH:21][C:22]([C:24]3[NH:28][CH:27]=[N:26][C:25]=3[Cl:37])=[O:23])[CH:16]=[CH:17][C:18]=2[Cl:19])[CH:8]=[C:9]([Cl:11])[CH:10]=1)[CH2:2][CH2:3][CH3:4]. Reactant: [CH2:1]([C:5]1[CH:6]=[C:7]([O:12][C:13]2[C:14]([F:38])=[C:15]([CH2:20][NH:21][C:22]([C:24]3[N:28](COCC[Si](C)(C)C)[CH:27]=[N:26][C:25]=3[Cl:37])=[O:23])[CH:16]=[CH:17][C:18]=2[Cl:19])[CH:8]=[C:9]([Cl:11])[CH:10]=1)[CH2:2][CH2:3][CH3:4].C(O)(C(F)(F)F)=O.C(=O)(O)[O-].[Na+]. The catalyst class is: 91. (6) Reactant: [CH3:1][O:2][C:3]1[CH:4]=[CH:5][C:6]2[C:10]([O:11][C:12]3[CH:17]=[CH:16][C:15](/[CH:18]=[CH:19]/[C:20]([O:22][CH3:23])=[O:21])=[CH:14][CH:13]=3)=[C:9]([C:24]3[CH:29]=[CH:28][C:27]([O:30][CH3:31])=[CH:26][CH:25]=3)[S:8](=O)[C:7]=2[CH:33]=1.C1(P(C2C=CC=CC=2)C2C=CC=CC=2)C=CC=CC=1.[Si](Cl)(C)(C)C. Product: [CH3:1][O:2][C:3]1[CH:4]=[CH:5][C:6]2[C:10]([O:11][C:12]3[CH:17]=[CH:16][C:15](/[CH:18]=[CH:19]/[C:20]([O:22][CH3:23])=[O:21])=[CH:14][CH:13]=3)=[C:9]([C:24]3[CH:25]=[CH:26][C:27]([O:30][CH3:31])=[CH:28][CH:29]=3)[S:8][C:7]=2[CH:33]=1. The catalyst class is: 1. (7) The catalyst class is: 30. Product: [CH:1]1([N:4]([CH3:20])[CH:5]2[CH2:14][CH2:13][C:12]([CH3:16])([CH3:15])[C:11]3[CH:10]=[C:9]([C:17]([N:34]=[N+:35]=[N-:36])=[O:18])[CH:8]=[CH:7][C:6]2=3)[CH2:3][CH2:2]1. Reactant: [CH:1]1([N:4]([CH3:20])[CH:5]2[CH2:14][CH2:13][C:12]([CH3:16])([CH3:15])[C:11]3[CH:10]=[C:9]([C:17](O)=[O:18])[CH:8]=[CH:7][C:6]2=3)[CH2:3][CH2:2]1.C(N(CC)CC)C.ClC(OCC)=O.[N-:34]=[N+:35]=[N-:36].[Na+].